This data is from Forward reaction prediction with 1.9M reactions from USPTO patents (1976-2016). The task is: Predict the product of the given reaction. (1) Given the reactants [CH2:1]([O:8][C:9]1[C:18]2[C:13](=[CH:14][CH:15]=[CH:16][CH:17]=2)[N:12]=[C:11]([CH2:19]Cl)[C:10]=1[CH3:21])[C:2]1[CH:7]=[CH:6][CH:5]=[CH:4][CH:3]=1.[C:22]([N:29]1[CH2:34][CH2:33][NH:32][CH2:31][CH2:30]1)(=[O:28])[CH2:23][CH2:24][CH2:25][CH2:26][CH3:27].C(=O)([O-])[O-].[K+].[K+].CN(C=O)C, predict the reaction product. The product is: [CH2:1]([O:8][C:9]1[C:18]2[C:13](=[CH:14][CH:15]=[CH:16][CH:17]=2)[N:12]=[C:11]([CH2:19][N:32]2[CH2:33][CH2:34][N:29]([C:22](=[O:28])[CH2:23][CH2:24][CH2:25][CH2:26][CH3:27])[CH2:30][CH2:31]2)[C:10]=1[CH3:21])[C:2]1[CH:7]=[CH:6][CH:5]=[CH:4][CH:3]=1. (2) Given the reactants [C:1]([N:11]1[CH2:16][CH2:15][C:14](=O)[CH2:13][CH2:12]1)([O:3][CH2:4][C:5]1[CH:10]=[CH:9][CH:8]=[CH:7][CH:6]=1)=[O:2].Cl.[C:19]([O:23][C:24](=[O:28])[C@H:25]([CH3:27])[NH2:26])([CH3:22])([CH3:21])[CH3:20].C(O[BH-](OC(=O)C)OC(=O)C)(=O)C.[Na+], predict the reaction product. The product is: [C:19]([O:23][C:24](=[O:28])[C@@H:25]([NH:26][CH:14]1[CH2:15][CH2:16][N:11]([C:1]([O:3][CH2:4][C:5]2[CH:10]=[CH:9][CH:8]=[CH:7][CH:6]=2)=[O:2])[CH2:12][CH2:13]1)[CH3:27])([CH3:22])([CH3:21])[CH3:20]. (3) Given the reactants [CH2:1]([N:8]1[CH2:18][CH2:17][C:11]2[N:12]=[CH:13][N:14]=[C:15](Cl)[C:10]=2[CH2:9]1)[C:2]1[CH:7]=[CH:6][CH:5]=[CH:4][CH:3]=1.ClC1N=CC=CN=1.[CH3:26][O-:27].[Na+], predict the reaction product. The product is: [CH2:1]([N:8]1[CH2:18][CH2:17][C:11]2[N:12]=[CH:13][N:14]=[C:15]([O:27][CH3:26])[C:10]=2[CH2:9]1)[C:2]1[CH:7]=[CH:6][CH:5]=[CH:4][CH:3]=1. (4) Given the reactants [CH2:1]=[C:2]([NH:4][C:5]1[N:6]=[C:7]([N:15]([CH3:18])[O:16][CH3:17])[C:8]2[CH:13]=[CH:12][N:11]([CH3:14])[C:9]=2[N:10]=1)[CH3:3].[ClH:19], predict the reaction product. The product is: [ClH:19].[CH2:1]=[C:2]([NH:4][C:5]1[N:6]=[C:7]([N:15]([CH3:18])[O:16][CH3:17])[C:8]2[CH:13]=[CH:12][N:11]([CH3:14])[C:9]=2[N:10]=1)[CH3:3]. (5) Given the reactants C[O:2][C:3](=[O:13])[C:4]([C:7]1[CH:12]=[CH:11][CH:10]=[CH:9][CH:8]=1)([CH3:6])[CH3:5].[OH-].[K+], predict the reaction product. The product is: [CH3:6][C:4]([C:7]1[CH:12]=[CH:11][CH:10]=[CH:9][CH:8]=1)([CH3:5])[C:3]([OH:13])=[O:2]. (6) Given the reactants [N+:1]([O-:4])(O)=[O:2].[Br:5][C:6]1[CH:11]=[CH:10][C:9]([CH:12]([CH3:14])[CH3:13])=[CH:8][CH:7]=1, predict the reaction product. The product is: [Br:5][C:6]1[CH:11]=[CH:10][C:9]([CH:12]([CH3:14])[CH3:13])=[CH:8][C:7]=1[N+:1]([O-:4])=[O:2]. (7) The product is: [CH2:1]([C:3]1[CH:4]=[N:5][C:6]([N:9]2[CH:13]=[C:12]([CH2:14][CH2:15][CH2:16][O:17][C:22]3[C:27]([O:28][CH3:29])=[CH:26][CH:25]=[CH:24][C:23]=3[CH2:30][C:31]([OH:33])=[O:32])[C:11]([CH:18]([CH3:19])[CH3:20])=[N:10]2)=[N:7][CH:8]=1)[CH3:2]. Given the reactants [CH2:1]([C:3]1[CH:4]=[N:5][C:6]([N:9]2[CH:13]=[C:12]([CH2:14][CH2:15][CH2:16][OH:17])[C:11]([CH:18]([CH3:20])[CH3:19])=[N:10]2)=[N:7][CH:8]=1)[CH3:2].O[C:22]1[C:27]([O:28][CH3:29])=[CH:26][CH:25]=[CH:24][C:23]=1[CH2:30][C:31]([O:33]C)=[O:32].C(P(CCCC)CCCC)CCC.N(C(N1CCCCC1)=O)=NC(N1CCCCC1)=O, predict the reaction product.